Dataset: Catalyst prediction with 721,799 reactions and 888 catalyst types from USPTO. Task: Predict which catalyst facilitates the given reaction. (1) Reactant: [CH3:1]CCP(=O)=O.C[C:8]1[CH:13]=[CH:12][C:11]([NH:14][C:15]2[N:20]=[C:19]([C:21]3[CH:22]=[N:23][CH:24]=[CH:25][CH:26]=3)[CH:18]=[CH:17][N:16]=2)=[CH:10][C:9]=1[NH2:27].[O:28]=[C:29]1[NH:34][CH2:33][CH2:32][N:31]([CH2:35][C:36]2[CH:44]=[CH:43][C:39]([C:40](O)=[O:41])=[CH:38][CH:37]=2)[CH2:30]1.C(N(CC)CC)C.C(=O)([O-])O.[Na+]. Product: [O:28]=[C:29]1[NH:34][CH2:33][CH2:32][N:31]([CH2:35][C:36]2[CH:44]=[CH:43][C:39]([C:40]([NH:27][C:9]3[CH:8]=[CH:13][C:12]([CH3:1])=[C:11]([NH:14][C:15]4[N:20]=[C:19]([C:21]5[CH:22]=[N:23][CH:24]=[CH:25][CH:26]=5)[CH:18]=[CH:17][N:16]=4)[CH:10]=3)=[O:41])=[CH:38][CH:37]=2)[CH2:30]1. The catalyst class is: 9. (2) Reactant: [F:1][C:2]([F:31])([F:30])[C:3]1[CH:4]=[C:5]([CH2:13][O:14][C@@H:15]2[CH2:21][CH2:20][C@@H:19]3[NH:22][C@@:16]2([C:23]2[CH:28]=[CH:27][C:26]([F:29])=[CH:25][CH:24]=2)[CH2:17][CH2:18]3)[CH:6]=[C:7]([C:9]([F:12])([F:11])[F:10])[CH:8]=1.C(=O)([O-])[O-].[K+].[K+].[CH3:38][N:39]1[CH:43]=[N:42][C:41]([CH2:44][Cl:45])=[N:40]1.O. Product: [ClH:45].[F:31][C:2]([F:1])([F:30])[C:3]1[CH:4]=[C:5]([CH2:13][O:14][C@@H:15]2[CH2:21][CH2:20][C@@H:19]3[N:22]([CH2:44][C:41]4[N:42]=[CH:43][N:39]([CH3:38])[N:40]=4)[C@@:16]2([C:23]2[CH:24]=[CH:25][C:26]([F:29])=[CH:27][CH:28]=2)[CH2:17][CH2:18]3)[CH:6]=[C:7]([C:9]([F:12])([F:10])[F:11])[CH:8]=1. The catalyst class is: 9. (3) Reactant: Cl[C:2]1[C:26]([N+:27]([O-:29])=[O:28])=[CH:25][C:5]([C:6]([N:8]([CH:22]([CH3:24])[CH3:23])[C@@H:9]2[CH2:14][CH2:13][CH2:12][N:11]([C:15]([O:17][C:18]([CH3:21])([CH3:20])[CH3:19])=[O:16])[CH2:10]2)=[O:7])=[C:4]([C:30]([F:33])([F:32])[F:31])[CH:3]=1.[CH2:34]([NH2:36])[CH3:35]. Product: [CH2:34]([NH:36][C:2]1[C:26]([N+:27]([O-:29])=[O:28])=[CH:25][C:5]([C:6]([N:8]([CH:22]([CH3:24])[CH3:23])[C@@H:9]2[CH2:14][CH2:13][CH2:12][N:11]([C:15]([O:17][C:18]([CH3:21])([CH3:20])[CH3:19])=[O:16])[CH2:10]2)=[O:7])=[C:4]([C:30]([F:33])([F:32])[F:31])[CH:3]=1)[CH3:35]. The catalyst class is: 8. (4) Reactant: FC(F)(F)C(O)=O.[CH3:8][O:9][C:10]([C:12]1[CH2:16][CH2:15][CH2:14][CH:13]=1)=[O:11].[CH2:17]([N:24]([CH2:30]OC)[CH2:25][Si](C)(C)C)[C:18]1[CH:23]=[CH:22][CH:21]=[CH:20][CH:19]=1. Product: [CH3:8][O:9][C:10]([C@:12]12[CH2:16][CH2:15][CH2:14][C@H:13]1[CH2:30][N:24]([CH2:17][C:18]1[CH:23]=[CH:22][CH:21]=[CH:20][CH:19]=1)[CH2:25]2)=[O:11]. The catalyst class is: 4. (5) Reactant: [CH3:1][C:2]([O:5][C:6]([NH:8][C:9]1[CH:14]=[CH:13][C:12]([C:15]2[S:16][CH:17]=[CH:18][CH:19]=2)=[CH:11][C:10]=1[NH:20][C:21]([C:23]1[CH:32]=[CH:31][C:26]([C:27]([O:29]C)=[O:28])=[CH:25][CH:24]=1)=[O:22])=[O:7])([CH3:4])[CH3:3].O.CO.[Li+].[OH-]. Product: [CH3:4][C:2]([O:5][C:6]([NH:8][C:9]1[CH:14]=[CH:13][C:12]([C:15]2[S:16][CH:17]=[CH:18][CH:19]=2)=[CH:11][C:10]=1[NH:20][C:21]([C:23]1[CH:24]=[CH:25][C:26]([C:27]([OH:29])=[O:28])=[CH:31][CH:32]=1)=[O:22])=[O:7])([CH3:1])[CH3:3]. The catalyst class is: 674. (6) Reactant: [Br:1][C:2]1[CH:3]=[C:4]([NH:22]C(=O)C(F)(F)F)[CH:5]=[CH:6][C:7]=1[S:8](=[O:21])(=[O:20])[NH:9][C:10]1[CH:11]=[CH:12][C:13]2[CH2:17][O:16][B:15]([OH:18])[C:14]=2[CH:19]=1. Product: [NH2:22][C:4]1[CH:5]=[CH:6][C:7]([S:8]([NH:9][C:10]2[CH:11]=[CH:12][C:13]3[CH2:17][O:16][B:15]([OH:18])[C:14]=3[CH:19]=2)(=[O:20])=[O:21])=[C:2]([Br:1])[CH:3]=1. The catalyst class is: 547. (7) Reactant: Br[C:2]1[C:15]2[C:14](=[O:16])[N:13]([CH2:17][C:18]3[O:19][CH:20]=[CH:21][CH:22]=3)[C:12](=[O:23])[C:11]3=[CH:24][C:25](Br)=[C:8]4[C:9]([C:10]=23)=[C:4]([C:5](=[O:34])[N:6]([CH2:28][C:29]2[O:30][CH:31]=[CH:32][CH:33]=2)[C:7]4=[O:27])[CH:3]=1.[NH2:35][CH2:36][CH2:37][CH2:38][N:39]1[CH2:44][CH2:43][N:42]([CH3:45])[CH2:41][CH2:40]1. Product: [O:19]1[CH:20]=[CH:21][CH:22]=[C:18]1[CH2:17][N:13]1[C:12](=[O:23])[C:11]2=[CH:24][C:25]([NH:35][CH2:36][CH2:37][CH2:38][N:39]3[CH2:40][CH2:41][N:42]([CH3:45])[CH2:43][CH2:44]3)=[C:8]3[C:9]4[C:10]2=[C:15]([C:2]([NH:35][CH2:36][CH2:37][CH2:38][N:39]2[CH2:40][CH2:41][N:42]([CH3:45])[CH2:43][CH2:44]2)=[CH:3][C:4]=4[C:5](=[O:34])[N:6]([CH2:28][C:29]2[O:30][CH:31]=[CH:32][CH:33]=2)[C:7]3=[O:27])[C:14]1=[O:16]. The catalyst class is: 37. (8) Reactant: Br[C:2]1[C:3]2[N:4]([N:8]=[C:9]([NH:11][C:12]3[CH:17]=[CH:16][CH:15]=[CH:14][C:13]=3[O:18][CH3:19])[N:10]=2)[CH:5]=[CH:6][CH:7]=1.[CH3:20][NH:21][C:22]([C:24]1[CH:29]=[CH:28][C:27](B(O)O)=[CH:26][CH:25]=1)=[O:23]. Product: [CH3:19][O:18][C:13]1[CH:14]=[CH:15][CH:16]=[CH:17][C:12]=1[NH:11][C:9]1[N:10]=[C:3]2[C:2]([C:27]3[CH:28]=[CH:29][C:24]([C:22]([NH:21][CH3:20])=[O:23])=[CH:25][CH:26]=3)=[CH:7][CH:6]=[CH:5][N:4]2[N:8]=1. The catalyst class is: 140. (9) Reactant: Cl[C:2]1[N:7]2[CH:8]=[CH:9][N:10]=[C:6]2[N:5]=[C:4]([Cl:11])[C:3]=1[C:12]1[CH:17]=[CH:16][CH:15]=[CH:14][CH:13]=1.O.C1COCC1. Product: [Cl:11][C:4]1[C:3]([C:12]2[CH:17]=[CH:16][CH:15]=[CH:14][CH:13]=2)=[CH:2][N:7]2[CH:8]=[CH:9][N:10]=[C:6]2[N:5]=1. The catalyst class is: 490.